This data is from Full USPTO retrosynthesis dataset with 1.9M reactions from patents (1976-2016). The task is: Predict the reactants needed to synthesize the given product. (1) Given the product [Cl:15][CH2:14][CH2:13][CH2:12][CH2:11][O:9][C:6]1[CH:7]=[CH:8][C:3]([O:2][CH3:1])=[CH:4][CH:5]=1, predict the reactants needed to synthesize it. The reactants are: [CH3:1][O:2][C:3]1[CH:8]=[CH:7][C:6]([OH:9])=[CH:5][CH:4]=1.Br[CH2:11][CH2:12][CH2:13][CH2:14][Cl:15]. (2) Given the product [CH:22]1[C:17]2[O:16][C:14]3[C:15]4[C:6]([N:7]=[C:8]5[C:13]=3[CH:12]=[CH:11][CH:10]=[CH:9]5)=[CH:5][CH:4]=[CH:3][C:2]=4[C:18]=2[CH:19]=[C:20]([NH:23][C:24](=[O:26])[CH3:25])[CH:21]=1, predict the reactants needed to synthesize it. The reactants are: Br[C:2]1[C:15]2[C:6](=[N:7][C:8]3[C:13]([C:14]=2[O:16][C:17]2[CH:22]=[CH:21][C:20]([NH:23][C:24](=[O:26])[CH3:25])=[CH:19][CH:18]=2)=[CH:12][CH:11]=[CH:10][CH:9]=3)[CH:5]=[CH:4][CH:3]=1.N(C(C)(C)C#N)=NC(C)(C)C#N.C([SnH](CCCC)CCCC)CCC. (3) Given the product [C:10]([C:9]1[N:8]([C:14]2[CH:19]=[CH:18][CH:17]=[CH:16][CH:15]=2)[C:6]2[C:5]([C:20](=[O:39])[C:21]=1[CH2:22][C:23]1[CH:24]=[CH:25][C:26]([S:29]([N:32]3[CH2:37][CH2:36][CH:35]([OH:38])[CH2:34][CH2:33]3)(=[O:31])=[O:30])=[CH:27][CH:28]=1)=[CH:4][CH:3]=[C:2]([Cl:1])[CH:7]=2)(=[O:12])[CH3:11], predict the reactants needed to synthesize it. The reactants are: [Cl:1][C:2]1[CH:3]=[CH:4][C:5]([C:20](=[O:39])[CH2:21][CH2:22][C:23]2[CH:28]=[CH:27][C:26]([S:29]([N:32]3[CH2:37][CH2:36][CH:35]([OH:38])[CH2:34][CH2:33]3)(=[O:31])=[O:30])=[CH:25][CH:24]=2)=[C:6]([N:8]([C:14]2[CH:19]=[CH:18][CH:17]=[CH:16][CH:15]=2)[C:9](=O)[C:10](=[O:12])[CH3:11])[CH:7]=1.C([O-])([O-])=O.[K+].[K+]. (4) The reactants are: [C:1]1([N:7]2[C:11]([NH2:12])=[CH:10][C:9]([C:13]3[CH:14]=[N:15][CH:16]=[CH:17][CH:18]=3)=[N:8]2)[CH:6]=[CH:5][CH:4]=[CH:3][CH:2]=1.C1N=CN([C:24](N2C=NC=C2)=[O:25])C=1.CCN(C(C)C)C(C)C.[F:40][C:41]1[CH:42]=[C:43]([C@@H:48]2[CH2:52][N:51]([CH2:53][CH2:54][O:55][CH3:56])[CH2:50][C@H:49]2[NH2:57])[CH:44]=[CH:45][C:46]=1[F:47]. Given the product [F:40][C:41]1[CH:42]=[C:43]([C@@H:48]2[CH2:52][N:51]([CH2:53][CH2:54][O:55][CH3:56])[CH2:50][C@H:49]2[NH:57][C:24]([NH:12][C:11]2[N:7]([C:1]3[CH:6]=[CH:5][CH:4]=[CH:3][CH:2]=3)[N:8]=[C:9]([C:13]3[CH:14]=[N:15][CH:16]=[CH:17][CH:18]=3)[CH:10]=2)=[O:25])[CH:44]=[CH:45][C:46]=1[F:47], predict the reactants needed to synthesize it. (5) Given the product [N:1]1[NH:2][N:3]=[N:4][C:5]=1[C:6]1[CH:7]=[C:8]([C:12]2[N:13]=[C:14]([NH:36][C:35]3[CH:37]=[CH:38][C:39]([O:40][CH3:41])=[C:33]([O:32][CH3:31])[CH:34]=3)[C:15]3[NH:20][N:19]=[CH:18][C:16]=3[N:17]=2)[CH:9]=[CH:10][CH:11]=1, predict the reactants needed to synthesize it. The reactants are: [N:1]1[NH:2][N:3]=[N:4][C:5]=1[C:6]1[CH:7]=[C:8]([C:12]2[N:13]=[C:14](Cl)[C:15]3[C:16](=[CH:18][N:19](CC4C=CC(OC)=CC=4)[N:20]=3)[N:17]=2)[CH:9]=[CH:10][CH:11]=1.[CH3:31][O:32][C:33]1[CH:34]=[C:35]([CH:37]=[CH:38][C:39]=1[O:40][CH3:41])[NH2:36].Cl.